From a dataset of Reaction yield outcomes from USPTO patents with 853,638 reactions. Predict the reaction yield, written as a fraction of the theoretical maximum amount of product (1.0 means a 100% yield; for example, 0.34 means a 34% yield). (1) The product is [CH:3]([N:6]1[C:10]2[N:11]=[C:12]([N:20]3[CH2:25][CH2:24][N:23]([CH3:26])[CH2:22][CH2:21]3)[CH:13]=[C:14]([C:15]([OH:17])=[O:16])[C:9]=2[CH:8]=[N:7]1)([CH3:5])[CH3:4]. The reactants are [OH-].[Na+].[CH:3]([N:6]1[C:10]2[N:11]=[C:12]([N:20]3[CH2:25][CH2:24][N:23]([CH3:26])[CH2:22][CH2:21]3)[CH:13]=[C:14]([C:15]([O:17]CC)=[O:16])[C:9]=2[CH:8]=[N:7]1)([CH3:5])[CH3:4]. The catalyst is CCO. The yield is 0.649. (2) The reactants are [Cl-].O[NH3+:3].[C:4](=[O:7])([O-])[OH:5].[Na+].CS(C)=O.[CH2:13]([C:17]1[N:21]([CH2:22][C:23]2[CH:28]=[CH:27][C:26]([C:29]3[C:30]([C:35]#[N:36])=[CH:31][CH:32]=[CH:33][CH:34]=3)=[CH:25][CH:24]=2)[C:20](=[O:37])[N:19]([C:38]2[CH:43]=[CH:42][CH:41]=[CH:40][CH:39]=2)[N:18]=1)[CH2:14][CH2:15][CH3:16]. The catalyst is C(OCC)(=O)C. The product is [CH2:13]([C:17]1[N:21]([CH2:22][C:23]2[CH:28]=[CH:27][C:26]([C:29]3[CH:34]=[CH:33][CH:32]=[CH:31][C:30]=3[C:35]3[NH:3][C:4](=[O:7])[O:5][N:36]=3)=[CH:25][CH:24]=2)[C:20](=[O:37])[N:19]([C:38]2[CH:43]=[CH:42][CH:41]=[CH:40][CH:39]=2)[N:18]=1)[CH2:14][CH2:15][CH3:16]. The yield is 0.340. (3) The reactants are Br[C:2]1[C:11]2[C:6](=[CH:7][CH:8]=[CH:9][CH:10]=2)[C:5]([C:12]#[N:13])=[N:4][CH:3]=1.[CH3:14][O:15][C:16]1[CH:23]=[C:22]([O:24][CH3:25])[CH:21]=[CH:20][C:17]=1[CH2:18][NH2:19]. The catalyst is C(#N)C. The product is [CH3:14][O:15][C:16]1[CH:23]=[C:22]([O:24][CH3:25])[CH:21]=[CH:20][C:17]=1[CH2:18][NH:19][C:2]1[C:11]2[C:6](=[CH:7][CH:8]=[CH:9][CH:10]=2)[C:5]([C:12]#[N:13])=[N:4][CH:3]=1. The yield is 0.300. (4) The yield is 0.400. The reactants are [CH2:1](O)[CH:2]=[CH:3][CH2:4][OH:5].[CH:7](=[O:12])[CH2:8][CH:9]([CH3:11])[CH3:10]. The catalyst is S(=O)(=O)(O)O.C1CCCCC1.[Cu]Cl. The product is [CH2:8]([CH:7]1[O:12][CH:3]([CH:2]=[CH2:1])[CH2:4][O:5]1)[CH:9]([CH3:11])[CH3:10]. (5) The reactants are [OH:1][C:2]1[CH:10]=[CH:9][C:8]([C:11]2[N:12]([C:27]([O:29][C:30]([CH3:33])([CH3:32])[CH3:31])=[O:28])[C:13]3[C:18]([CH:19]=2)=[CH:17][C:16]([CH2:20][N:21]2[CH2:26][CH2:25][CH2:24][CH2:23][CH2:22]2)=[CH:15][CH:14]=3)=[C:7]2[C:3]=1[CH2:4][NH:5][C:6]2=[O:34].C1(P(C2C=CC=CC=2)C2C=CC=CC=2)C=CC=CC=1.CCOC(/N=N/C(OCC)=O)=O.C1(C)C=CC=CC=1.O[CH2:74][CH2:75][CH2:76][N:77]1[CH2:82][CH2:81][N:80]([CH3:83])[CH2:79][CH2:78]1. The catalyst is C1COCC1. The product is [CH3:83][N:80]1[CH2:81][CH2:82][N:77]([CH2:76][CH2:75][CH2:74][O:1][C:2]2[CH:10]=[CH:9][C:8]([C:11]3[N:12]([C:27]([O:29][C:30]([CH3:31])([CH3:33])[CH3:32])=[O:28])[C:13]4[C:18]([CH:19]=3)=[CH:17][C:16]([CH2:20][N:21]3[CH2:26][CH2:25][CH2:24][CH2:23][CH2:22]3)=[CH:15][CH:14]=4)=[C:7]3[C:3]=2[CH2:4][NH:5][C:6]3=[O:34])[CH2:78][CH2:79]1. The yield is 0.580. (6) The reactants are [F:1][C:2]([F:9])([F:8])[C:3]([O:5]CC)=O.C(N(CC)CC)C.[OH:17][CH:18]1[CH2:23][CH2:22][CH2:21][NH:20][CH2:19]1. The catalyst is C(O)C. The product is [F:9][C:2]([F:1])([F:8])[C:3]([N:20]1[CH2:21][CH2:22][CH2:23][CH:18]([OH:17])[CH2:19]1)=[O:5]. The yield is 0.850. (7) The reactants are [CH3:1][O:2][C:3](=[O:29])[CH:4]([CH2:24][CH:25]=[CH:26][CH2:27]Br)[CH2:5][C:6]([CH3:23])=[CH:7][CH2:8][C:9]1[C:10]([OH:22])=[C:11]2[C:15](=[C:16]([CH3:20])[C:17]=1[O:18][CH3:19])[CH2:14][O:13][C:12]2=[O:21].[CH2:30]([O:32][P:33]([O:37]CC)[O:34][CH2:35][CH3:36])[CH3:31]. The catalyst is C1(C)C=CC=CC=1. The product is [CH3:1][O:2][C:3](=[O:29])[CH:4]([CH2:24][CH:25]=[CH:26][CH2:27][P:33]([O:34][CH2:35][CH3:36])([O:32][CH2:30][CH3:31])=[O:37])[CH2:5][C:6]([CH3:23])=[CH:7][CH2:8][C:9]1[C:10]([OH:22])=[C:11]2[C:15](=[C:16]([CH3:20])[C:17]=1[O:18][CH3:19])[CH2:14][O:13][C:12]2=[O:21]. The yield is 0.430.